From a dataset of Forward reaction prediction with 1.9M reactions from USPTO patents (1976-2016). Predict the product of the given reaction. Given the reactants [N:1]1([CH:8]([C:12]2[CH:17]=[CH:16][CH:15]=[CH:14][CH:13]=2)[C:9]([OH:11])=[O:10])[CH2:7][CH2:6][CH2:5][CH2:4][CH2:3][CH2:2]1.[N:18]12[CH2:25][CH2:24][CH:21]([CH2:22][CH2:23]1)[C@@H:20](O)[CH2:19]2.C1C=CC2N(O)N=NC=2C=1.C1CCC(N=C=NC2CCCCC2)CC1, predict the reaction product. The product is: [N:1]1([CH:8]([C:12]2[CH:13]=[CH:14][CH:15]=[CH:16][CH:17]=2)[C:9]([O:11][C@@H:20]2[CH:21]3[CH2:24][CH2:25][N:18]([CH2:23][CH2:22]3)[CH2:19]2)=[O:10])[CH2:7][CH2:6][CH2:5][CH2:4][CH2:3][CH2:2]1.